From a dataset of Reaction yield outcomes from USPTO patents with 853,638 reactions. Predict the reaction yield, written as a fraction of the theoretical maximum amount of product (1.0 means a 100% yield; for example, 0.34 means a 34% yield). The reactants are [O:1]1[CH2:4][CH:3]([OH:5])[CH2:2]1.[Br:6][C:7]1[CH:12]=[CH:11][C:10](O)=[CH:9][CH:8]=1.C1(P(C2C=CC=CC=2)C2C=CC=CC=2)C=CC=CC=1.CC(OC(/N=N/C(OC(C)C)=O)=O)C. The catalyst is C1COCC1.C(OCC)(=O)C. The product is [Br:6][C:7]1[CH:12]=[CH:11][C:10]([O:5][CH:3]2[CH2:4][O:1][CH2:2]2)=[CH:9][CH:8]=1. The yield is 0.530.